This data is from Full USPTO retrosynthesis dataset with 1.9M reactions from patents (1976-2016). The task is: Predict the reactants needed to synthesize the given product. (1) Given the product [CH3:19][N:20]1[CH2:25][CH2:24][C:23]([C:2]2[CH:7]=[CH:6][C:5]([C:8]3([CH3:13])[O:12][CH2:11][CH2:10][O:9]3)=[CH:4][N:3]=2)([OH:26])[CH2:22][CH2:21]1, predict the reactants needed to synthesize it. The reactants are: Br[C:2]1[CH:7]=[CH:6][C:5]([C:8]2([CH3:13])[O:12][CH2:11][CH2:10][O:9]2)=[CH:4][N:3]=1.[Li]CCCC.[CH3:19][N:20]1[CH2:25][CH2:24][C:23](=[O:26])[CH2:22][CH2:21]1. (2) Given the product [CH2:1]=[C:2]1[CH:5]2[C:15]3[CH:16]=[CH:17][CH:18]=[CH:19][C:14]=3[CH2:13][C:12]2([C:10]2[N:9]=[CH:8][NH:7][CH:11]=2)[CH2:20][CH2:3]1, predict the reactants needed to synthesize it. The reactants are: [CH3:1][C:2]([CH3:5])([O-])[CH3:3].[K+].[NH:7]1[CH:11]=[C:10]([C:12]23CCC(=O)[CH:13]2[C:14]2[CH:15]=[CH:16][CH:17]=[CH:18][C:19]=2[CH2:20]3)[N:9]=[CH:8]1. (3) Given the product [F:52][C:40]([F:39])([F:51])[C:41]1[CH:42]=[CH:43][C:44]([S:47]([NH:1][C:2]2[CH:3]=[CH:4][C:5]3[CH2:14][C@@H:13]4[C@H:8]([CH2:9][CH2:10][CH2:11][N:12]4[C:15](=[O:18])[CH2:16][CH3:17])[CH2:7][C:6]=3[CH:19]=2)(=[O:49])=[O:48])=[CH:45][CH:46]=1, predict the reactants needed to synthesize it. The reactants are: [NH2:1][C:2]1[CH:3]=[CH:4][C:5]2[CH2:14][C@@H:13]3[C@H:8]([CH2:9][CH2:10][CH2:11][N:12]3[C:15](=[O:18])[CH2:16][CH3:17])[CH2:7][C:6]=2[CH:19]=1.NC1C=CC2C[C@@H]3[C@@H](CC=2C=1)N(C(=O)CC)CCC3.[F:39][C:40]([F:52])([F:51])[C:41]1[CH:46]=[CH:45][C:44]([S:47](Cl)(=[O:49])=[O:48])=[CH:43][CH:42]=1. (4) Given the product [F:32][C:33]([F:38])([F:37])[C:34]([OH:36])=[O:35].[NH2:2][CH2:1][C:3]1[CH:4]=[C:5]2[C:10](=[CH:11][C:12]=1[O:13][CH3:14])[N:9]=[CH:8][CH:7]=[C:6]2[O:15][C:16]1[CH:17]=[CH:18][C:19]([NH:22][C:23]([NH:25][C:26]2[CH:27]=[CH:28][CH:29]=[CH:30][CH:31]=2)=[O:24])=[CH:20][CH:21]=1, predict the reactants needed to synthesize it. The reactants are: [C:1]([C:3]1[CH:4]=[C:5]2[C:10](=[CH:11][C:12]=1[O:13][CH3:14])[N:9]=[CH:8][CH:7]=[C:6]2[O:15][C:16]1[CH:21]=[CH:20][C:19]([NH:22][C:23]([NH:25][C:26]2[CH:31]=[CH:30][CH:29]=[CH:28][CH:27]=2)=[O:24])=[CH:18][CH:17]=1)#[N:2].[F:32][C:33]([F:38])([F:37])[C:34]([OH:36])=[O:35]. (5) Given the product [Cl:1][C:2]1[CH:24]=[CH:23][C:5]([CH2:6][N:7]2[C:15]3[C:14](=[O:16])[N:13]([CH2:26][CH2:27][C:28]4([OH:31])[CH2:30][CH2:29]4)[C:12](=[O:17])[N:11]([CH3:18])[C:10]=3[N:9]=[C:8]2[S:19][CH2:20][CH2:21][CH3:22])=[CH:4][CH:3]=1, predict the reactants needed to synthesize it. The reactants are: [Cl:1][C:2]1[CH:24]=[CH:23][C:5]([CH2:6][N:7]2[C:15]3[C:14](=[O:16])[NH:13][C:12](=[O:17])[N:11]([CH3:18])[C:10]=3[N:9]=[C:8]2[S:19][CH2:20][CH2:21][CH3:22])=[CH:4][CH:3]=1.Br[CH2:26][CH2:27][C:28]1([OH:31])[CH2:30][CH2:29]1.C(=O)([O-])[O-].[K+].[K+]. (6) Given the product [Cl:11][C:12]1[CH:19]=[C:18]([O:7][C@@H:3]2[CH2:4][CH2:5][CH2:6][C@@H:1]([OH:8])[CH2:2]2)[CH:17]=[CH:16][C:13]=1[C:14]#[N:15], predict the reactants needed to synthesize it. The reactants are: [C@H:1]1([OH:8])[CH2:6][CH2:5][CH2:4][C@H:3]([OH:7])[CH2:2]1.[H-].[Na+].[Cl:11][C:12]1[CH:19]=[C:18](F)[CH:17]=[CH:16][C:13]=1[C:14]#[N:15].